This data is from Full USPTO retrosynthesis dataset with 1.9M reactions from patents (1976-2016). The task is: Predict the reactants needed to synthesize the given product. (1) Given the product [Cl:24][CH2:25][CH2:26][CH2:27][CH:19]([CH:13]1[CH2:18][CH2:17][CH2:16][CH2:15][CH2:14]1)[C:20]([O:22][CH3:23])=[O:21], predict the reactants needed to synthesize it. The reactants are: C([Li])CCC.C(NC(C)C)(C)C.[CH:13]1([CH2:19][C:20]([O:22][CH3:23])=[O:21])[CH2:18][CH2:17][CH2:16][CH2:15][CH2:14]1.[Cl:24][CH2:25][CH2:26][CH2:27]I. (2) Given the product [N:43]1([CH2:25][C:23]2[N:22]=[CH:21][N:20]=[C:19]([NH:18][C:14]3[C:13]4=[CH:27][N:10]([C:9]5[C:8]([Cl:28])=[CH:7][C:4]([C:5]#[N:6])=[CH:3][C:2]=5[Cl:1])[N:11]=[C:12]4[CH:17]=[CH:16][N:15]=3)[CH:24]=2)[CH2:44][CH2:45][CH2:40]1, predict the reactants needed to synthesize it. The reactants are: [Cl:1][C:2]1[CH:3]=[C:4]([CH:7]=[C:8]([Cl:28])[C:9]=1[N:10]1[CH:27]=[C:13]2[C:14]([NH:18][C:19]3[CH:24]=[C:23]([CH3:25])[N:22]=[C:21](C)[N:20]=3)=[N:15][CH:16]=[CH:17][C:12]2=[N:11]1)[C:5]#[N:6].ClC1C=C(C=C(Cl)C=1[N:43]1[CH:44]=[C:45]2[C:40](Cl)=[N:43][CH:44]=[CH:45][C:40]2=N1)C#N.N1(CC2N=CN=C(N)C=2)CCC1. (3) The reactants are: [CH3:1][C:2]1[CH:12]=[CH:11][C:5]([C:6]([O:8]CC)=[O:7])=[CH:4][C:3]=1[C:13]1[CH:14]=[C:15]2[C:20](=[CH:21][CH:22]=1)[C:19]([CH3:23])=[N:18][N:17]=[CH:16]2.[OH-].[Na+]. Given the product [CH3:1][C:2]1[CH:12]=[CH:11][C:5]([C:6]([OH:8])=[O:7])=[CH:4][C:3]=1[C:13]1[CH:14]=[C:15]2[C:20](=[CH:21][CH:22]=1)[C:19]([CH3:23])=[N:18][N:17]=[CH:16]2, predict the reactants needed to synthesize it. (4) The reactants are: [Cl:1][C:2]1[C:7]([N:8]=[C:9]2[CH2:14][CH2:13][CH2:12][CH2:11][S:10]2=[O:15])=[C:6]([O:16][CH3:17])[CH:5]=[CH:4][C:3]=1[C:18]([C:20]1[CH:21]=[N:22][N:23]([CH3:26])[C:24]=1[OH:25])=[O:19].C(=O)([O-])[O-].[K+].[K+].[CH:33]1[C:42]2[C:37](=[CH:38][CH:39]=[CH:40][CH:41]=2)[CH:36]=[CH:35][C:34]=1[CH2:43]Br.O. Given the product [Cl:1][C:2]1[C:7]([N:8]=[C:9]2[CH2:14][CH2:13][CH2:12][CH2:11][S:10]2=[O:15])=[C:6]([O:16][CH3:17])[CH:5]=[CH:4][C:3]=1[C:18]([C:20]1[CH:21]=[N:22][N:23]([CH3:26])[C:24]=1[O:25][CH2:43][C:34]1[CH:35]=[CH:36][C:37]2[C:42](=[CH:41][CH:40]=[CH:39][CH:38]=2)[CH:33]=1)=[O:19], predict the reactants needed to synthesize it. (5) Given the product [C:13]([C:15]1[N:19]([CH:20]2[CH2:21][CH2:22][N:23]([C:26]([O:28][CH:29]([CH3:30])[CH3:31])=[O:27])[CH2:24][CH2:25]2)[N:18]=[CH:17][C:16]=1[CH:32]([O:12][C:3]1[CH:4]=[CH:5][C:6]([S:8]([CH3:11])(=[O:9])=[O:10])=[CH:7][C:2]=1[F:1])[CH3:33])#[N:14], predict the reactants needed to synthesize it. The reactants are: [F:1][C:2]1[CH:7]=[C:6]([S:8]([CH3:11])(=[O:10])=[O:9])[CH:5]=[CH:4][C:3]=1[OH:12].[C:13]([C:15]1[N:19]([CH:20]2[CH2:25][CH2:24][N:23]([C:26]([O:28][CH:29]([CH3:31])[CH3:30])=[O:27])[CH2:22][CH2:21]2)[N:18]=[CH:17][C:16]=1[CH:32](O)[CH3:33])#[N:14]. (6) Given the product [Br:12][N:8]1[CH:3]2[C:2]([O:1][CH2:6][C:5](=[O:7])[NH:4]2)=[CH:11][CH:10]=[CH:9]1, predict the reactants needed to synthesize it. The reactants are: [O:1]1[CH2:6][C:5](=[O:7])[NH:4][C:3]2[N:8]=[CH:9][CH:10]=[CH:11][C:2]1=2.[Br:12]Br. (7) Given the product [CH3:30][C:31]1[N:26]2[C:1](=[O:2])[N:28]([N:27]3[CH2:45][CH2:44][NH:43][CH2:46][CH2:47]3)[CH2:23][C:24]2=[CH:25][N:32]=1, predict the reactants needed to synthesize it. The reactants are: [C:1](N[C@@H](C(O)=O)CC1C=CC=CC=1)(OC(C)(C)C)=[O:2].C1C=C[C:23]2[N:28](O)[N:27]=[N:26][C:24]=2[CH:25]=1.[CH3:30][CH2:31][N:32]=C=NCCCN(C)C.C([N:43]([CH2:46][CH3:47])[CH2:44][CH3:45])C.